Dataset: NCI-60 drug combinations with 297,098 pairs across 59 cell lines. Task: Regression. Given two drug SMILES strings and cell line genomic features, predict the synergy score measuring deviation from expected non-interaction effect. Drug 1: C1=CC(=C2C(=C1NCCNCCO)C(=O)C3=C(C=CC(=C3C2=O)O)O)NCCNCCO. Drug 2: C1CCC(CC1)NC(=O)N(CCCl)N=O. Cell line: SW-620. Synergy scores: CSS=12.3, Synergy_ZIP=-16.6, Synergy_Bliss=-18.5, Synergy_Loewe=-22.3, Synergy_HSA=-15.0.